From a dataset of Reaction yield outcomes from USPTO patents with 853,638 reactions. Predict the reaction yield, written as a fraction of the theoretical maximum amount of product (1.0 means a 100% yield; for example, 0.34 means a 34% yield). The yield is 0.220. The reactants are [Cl:1][C:2]1[C:3]2[CH:17]=[CH:16][NH:15][C:4]=2[N:5]=[C:6]([NH:8][C:9]2[CH:10]=[N:11][N:12]([CH3:14])[CH:13]=2)[N:7]=1.[Cl:18]N1C(=O)CCC1=O.O. The product is [Cl:1][C:2]1[C:3]2[C:17]([Cl:18])=[CH:16][NH:15][C:4]=2[N:5]=[C:6]([NH:8][C:9]2[CH:10]=[N:11][N:12]([CH3:14])[CH:13]=2)[N:7]=1. The catalyst is CN(C=O)C.